Task: Predict the reactants needed to synthesize the given product.. Dataset: Full USPTO retrosynthesis dataset with 1.9M reactions from patents (1976-2016) (1) Given the product [F:22][C:20]1[CH:21]=[C:16]2[CH:15]=[C:14]([C:6]3[C:5]4[C:9](=[CH:10][C:11]([O:12][CH3:13])=[C:3]([O:2][CH3:1])[CH:4]=4)[N:8]([CH2:45][CH2:43][Cl:44])[CH:7]=3)[N:23]([S:24]([C:27]3[CH:32]=[CH:31][C:30]([CH3:33])=[CH:29][CH:28]=3)(=[O:26])=[O:25])[C:17]2=[N:18][CH:19]=1, predict the reactants needed to synthesize it. The reactants are: [CH3:1][O:2][C:3]1[CH:4]=[C:5]2[C:9](=[CH:10][C:11]=1[O:12][CH3:13])[NH:8][CH:7]=[C:6]2[C:14]1[N:23]([S:24]([C:27]2[CH:32]=[CH:31][C:30]([CH3:33])=[CH:29][CH:28]=2)(=[O:26])=[O:25])[C:17]2=[N:18][CH:19]=[C:20]([F:22])[CH:21]=[C:16]2[CH:15]=1.[OH-].[K+].C(=O)([O-])[O-].[K+].[K+].Cl[CH2:43][Cl:44].[CH3:45]O. (2) The reactants are: [NH2:1][C:2]1[C:3]2[C:10]([C:11]3[CH:16]=[CH:15][C:14]([O:17][C:18]4[CH:23]=[CH:22][CH:21]=[CH:20][CH:19]=4)=[CH:13][CH:12]=3)=[C:9](Br)[N:8]([C@@H:25]3[CH2:29][CH2:28][N:27]([C:30]([O:32][C:33]([CH3:36])([CH3:35])[CH3:34])=[O:31])[CH2:26]3)[C:4]=2[N:5]=[CH:6][N:7]=1.[C:37]([Si:39]([CH3:42])([CH3:41])[CH3:40])#[CH:38]. Given the product [NH2:1][C:2]1[C:3]2[C:10]([C:11]3[CH:16]=[CH:15][C:14]([O:17][C:18]4[CH:23]=[CH:22][CH:21]=[CH:20][CH:19]=4)=[CH:13][CH:12]=3)=[C:9]([C:38]#[C:37][Si:39]([CH3:42])([CH3:41])[CH3:40])[N:8]([C@@H:25]3[CH2:29][CH2:28][N:27]([C:30]([O:32][C:33]([CH3:36])([CH3:35])[CH3:34])=[O:31])[CH2:26]3)[C:4]=2[N:5]=[CH:6][N:7]=1, predict the reactants needed to synthesize it. (3) Given the product [NH2:29][C:21]1[N:20]=[C:19]([C@H:10]([CH2:9][CH2:8][CH2:7][CH:1]2[CH2:2][CH2:3][CH2:4][CH2:5][CH2:6]2)[CH2:11][C:12]([OH:14])=[O:13])[O:23][N:22]=1, predict the reactants needed to synthesize it. The reactants are: [CH:1]1([CH2:7][CH2:8][CH2:9][C@@H:10]([C:19]2[O:23][N:22]=[C:21](C(NN)=O)[N:20]=2)[CH2:11][C:12]([O:14]C(C)(C)C)=[O:13])[CH2:6][CH2:5][CH2:4][CH2:3][CH2:2]1.Cl.[N:29]([O-])=O.[Na+].C([O-])([O-])=O.[Na+].[Na+]. (4) Given the product [C:5]12([C:3](=[O:4])[CH2:2][S:21][C:18]3[CH:19]=[CH:20][N:15]=[CH:16][CH:17]=3)[CH2:14][CH:9]3[CH2:10][CH:11]([CH2:13][CH:7]([CH2:8]3)[CH2:6]1)[CH2:12]2, predict the reactants needed to synthesize it. The reactants are: Br[CH2:2][C:3]([C:5]12[CH2:14][CH:9]3[CH2:10][CH:11]([CH2:13][CH:7]([CH2:8]3)[CH2:6]1)[CH2:12]2)=[O:4].[N:15]1[CH:20]=[CH:19][C:18]([SH:21])=[CH:17][CH:16]=1.C(N(CC)CC)C. (5) Given the product [CH3:1][N:2]([CH3:3])[CH:4]([CH3:5])[CH2:8][CH2:9][C:10]1[N:21]([C:15]2[CH:20]=[CH:19][CH:18]=[CH:17][CH:16]=2)[C:22]2[C:23]([C:24](=[O:25])[N:26]=1)=[CH:27][CH:28]=[CH:29][CH:30]=2, predict the reactants needed to synthesize it. The reactants are: [CH3:1][N:2]([CH:4]([CH2:8][CH2:9][CH3:10])[C:5](O)=O)[CH3:3].S(Cl)(Cl)=O.[C:15]1([NH:21][C:22]2[CH:30]=[CH:29][CH:28]=[CH:27][C:23]=2[C:24]([NH2:26])=[O:25])[CH:20]=[CH:19][CH:18]=[CH:17][CH:16]=1. (6) Given the product [Cl:18][C:19]1[CH:20]=[C:21]2[C:25](=[CH:26][CH:27]=1)[NH:24][C:23](=[O:28])[C:22]2=[CH:1][C:3]1[O:7][C:6]([C:8]2[CH:9]=[CH:10][C:11]([S:14]([NH2:17])(=[O:15])=[O:16])=[CH:12][CH:13]=2)=[CH:5][CH:4]=1, predict the reactants needed to synthesize it. The reactants are: [CH:1]([C:3]1[O:7][C:6]([C:8]2[CH:13]=[CH:12][C:11]([S:14]([NH2:17])(=[O:16])=[O:15])=[CH:10][CH:9]=2)=[CH:5][CH:4]=1)=O.[Cl:18][C:19]1[CH:20]=[C:21]2[C:25](=[CH:26][CH:27]=1)[NH:24][C:23](=[O:28])[CH2:22]2.N1CCCCC1.